This data is from Ames mutagenicity test results for genotoxicity prediction. The task is: Regression/Classification. Given a drug SMILES string, predict its toxicity properties. Task type varies by dataset: regression for continuous values (e.g., LD50, hERG inhibition percentage) or binary classification for toxic/non-toxic outcomes (e.g., AMES mutagenicity, cardiotoxicity, hepatotoxicity). Dataset: ames. (1) The drug is O=c1c2c(O)cccc2oc2c3c(cc(O)c12)OC1OC=CC31. The result is 1 (mutagenic). (2) The compound is Cc1nc([N+](=O)[O-])cc2c1[nH]c1c([N+](=O)[O-])cc([N+](=O)[O-])cc12. The result is 1 (mutagenic). (3) The compound is COc1c(O)cc2c3c1-c1ccccc1CC3N(C)CC2. The result is 1 (mutagenic). (4) The compound is CC(CCC(=O)O)C1CCC2C3CCc4cc(O)ccc4C3CCC12C. The result is 0 (non-mutagenic). (5) The molecule is CCCCN(C)N=O. The result is 1 (mutagenic). (6) The molecule is Cc1ccc(/C(=C\CN2CCCC2)c2ccccn2)cc1. The result is 0 (non-mutagenic). (7) The compound is N#CCC#N. The result is 0 (non-mutagenic). (8) The compound is Nc1ccc(NC(=O)c2ccc(C(=O)O)cc2)cc1. The result is 0 (non-mutagenic).